Predict which catalyst facilitates the given reaction. From a dataset of Catalyst prediction with 721,799 reactions and 888 catalyst types from USPTO. (1) Reactant: [Br:1][C:2]1[N:3]=[CH:4][NH:5][C:6]=1[C:7]([O:9][CH2:10][CH3:11])=[O:8].[H-].[Na+].Cl[CH2:15][O:16][CH2:17][CH2:18][Si:19]([CH3:22])([CH3:21])[CH3:20]. Product: [Br:1][C:2]1[N:3]=[CH:4][N:5]([CH2:15][O:16][CH2:17][CH2:18][Si:19]([CH3:22])([CH3:21])[CH3:20])[C:6]=1[C:7]([O:9][CH2:10][CH3:11])=[O:8]. The catalyst class is: 42. (2) Reactant: CS[C:3]1[N:8]=[C:7]([C:9]2[N:13]3[CH:14]=[CH:15][CH:16]=[CH:17][C:12]3=[N:11][CH:10]=2)[CH:6]=[CH:5][N:4]=1.Cl[C:19]1C=CC=C(C(OO)=O)C=1.[S:29]([O-:32])([O-])=[O:30].[Na+].[Na+]. Product: [CH3:19][S:29]([C:3]1[N:8]=[C:7]([C:9]2[N:13]3[CH:14]=[CH:15][CH:16]=[CH:17][C:12]3=[N:11][CH:10]=2)[CH:6]=[CH:5][N:4]=1)(=[O:32])=[O:30]. The catalyst class is: 22.